This data is from Forward reaction prediction with 1.9M reactions from USPTO patents (1976-2016). The task is: Predict the product of the given reaction. The product is: [CH2:26]([N:33]1[CH2:38][CH2:37][CH:36]([CH2:39][CH2:40][NH:41][C:11](=[O:13])[CH2:10][C:3]2[C:4]3[C:9](=[CH:8][CH:7]=[CH:6][CH:5]=3)[NH:1][CH:2]=2)[CH2:35][CH2:34]1)[C:27]1[CH:32]=[CH:31][CH:30]=[CH:29][CH:28]=1. Given the reactants [NH:1]1[C:9]2[C:4](=[CH:5][CH:6]=[CH:7][CH:8]=2)[C:3]([CH2:10][C:11]([OH:13])=O)=[CH:2]1.C(N1C=CN=C1)(N1C=CN=C1)=O.[CH2:26]([N:33]1[CH2:38][CH2:37][CH:36]([CH2:39][CH2:40][NH2:41])[CH2:35][CH2:34]1)[C:27]1[CH:32]=[CH:31][CH:30]=[CH:29][CH:28]=1, predict the reaction product.